From a dataset of Forward reaction prediction with 1.9M reactions from USPTO patents (1976-2016). Predict the product of the given reaction. Given the reactants [C:1]([O:14]C)(=[O:13])[CH2:2][CH2:3][CH2:4][CH2:5][CH2:6][CH2:7][CH2:8][CH:9]=[CH:10][CH2:11][CH3:12].O.[OH-].[K+].II, predict the reaction product. The product is: [C:1]([OH:14])(=[O:13])[CH2:2][CH2:3][CH2:4][CH2:5][CH2:6][CH2:7][CH2:8][CH:9]=[CH:10][CH2:11][CH3:12].